Dataset: Reaction yield outcomes from USPTO patents with 853,638 reactions. Task: Predict the reaction yield, written as a fraction of the theoretical maximum amount of product (1.0 means a 100% yield; for example, 0.34 means a 34% yield). (1) The reactants are [CH3:1][C:2]([C:4]1[CH:9]=[CH:8][C:7]([NH2:10])=[CH:6][CH:5]=1)=[O:3].C(N(CC)CC)C.Cl[C:19]([O:21][C:22]1[CH:27]=CC([N+]([O-])=O)=CC=1)=[O:20].[C:31](OCC)(=[O:34])[NH:32][NH2:33]. The catalyst is C1COCC1.O. The product is [C:2]([C:4]1[CH:9]=[CH:8][C:7]([NH:10][C:31]([NH:32][NH:33][C:19]([O:21][CH2:22][CH3:27])=[O:20])=[O:34])=[CH:6][CH:5]=1)(=[O:3])[CH3:1]. The yield is 0.270. (2) The reactants are [C:1]([C:5]([C:8]([O:11][C:12]([C:15]([C:18]([O:21]C(C(OC(C(C(F)(F)F)(F)F)(F)F)(C(F)(F)F)F)=O)(F)[F:19])([F:17])[F:16])([F:14])[F:13])([F:10])[F:9])([F:7])[F:6])([F:4])([F:3])[F:2].[F-].[Na+]. No catalyst specified. The product is [C:1]([C:5]([C:8]([O:11][C:12]([C:15]([C:18]([F:19])=[O:21])([F:17])[F:16])([F:14])[F:13])([F:10])[F:9])([F:7])[F:6])([F:4])([F:3])[F:2]. The yield is 0.570. (3) The reactants are C([O:3][C:4]([C@@H:6]1[CH2:11][CH2:10][CH2:9][N:8]([C:12]([O:14][CH2:15][C:16]2[CH:21]=[CH:20][CH:19]=[CH:18][CH:17]=2)=[O:13])[CH2:7]1)=O)C.[H-].[Al+3].[Li+].[H-].[H-].[H-].O.[OH-].[Na+]. The catalyst is C1COCC1. The product is [CH2:15]([O:14][C:12]([N:8]1[CH2:9][CH2:10][CH2:11][CH:6]([CH2:4][OH:3])[CH2:7]1)=[O:13])[C:16]1[CH:21]=[CH:20][CH:19]=[CH:18][CH:17]=1. The yield is 0.660. (4) The reactants are CCN(CC)CC.Br[CH2:9][CH2:10][OH:11].[OH:12][C@@H:13]1[C:29]([CH3:31])([CH3:30])[C:28](=[O:32])[C@H:27]([CH3:33])[C@@H:26]([OH:34])[C@@H:25]([CH3:35])[CH2:24][CH2:23][CH2:22][C@@H:21]2[C@@H:19]([NH:20]2)[CH2:18][C@@H:17](/[C:36](/[CH3:44])=[CH:37]/[C:38]2[N:39]=[C:40]([CH3:43])[S:41][CH:42]=2)[O:16][C:15](=[O:45])[CH2:14]1. The catalyst is C(#N)C. The product is [OH:12][C@@H:13]1[C:29]([CH3:31])([CH3:30])[C:28](=[O:32])[C@H:27]([CH3:33])[C@@H:26]([OH:34])[C@@H:25]([CH3:35])[CH2:24][CH2:23][CH2:22][C@@H:21]2[C@@H:19]([N:20]2[CH2:9][CH2:10][OH:11])[CH2:18][C@@H:17](/[C:36](/[CH3:44])=[CH:37]/[C:38]2[N:39]=[C:40]([CH3:43])[S:41][CH:42]=2)[O:16][C:15](=[O:45])[CH2:14]1. The yield is 0.682. (5) The reactants are [N:1]1([CH:7]2[CH2:12][CH2:11][N:10]([CH2:13][C:14]3[C:15]([C:31]4[CH:36]=[CH:35][CH:34]=[C:33]([C:37]([F:40])([F:39])[F:38])[CH:32]=4)=[N:16][C:17]4[C:22]([C:23]=3[C:24](O)=[O:25])=[CH:21][C:20]([S:27]([CH3:30])(=[O:29])=[O:28])=[CH:19][CH:18]=4)[CH2:9][CH2:8]2)[CH2:6][CH2:5][CH2:4][CH2:3][CH2:2]1.[F:41][C:42]([F:52])([F:51])[C@@H:43]([C:45]1[CH:50]=[CH:49][CH:48]=[CH:47][CH:46]=1)[NH2:44].C(Cl)CCl.C1C=CC2N(O)N=NC=2C=1.C(N(CC)C(C)C)(C)C. The catalyst is CN(C)C=O.O1CCCC1. The product is [N:1]1([CH:7]2[CH2:8][CH2:9][N:10]([CH2:13][C:14]3[C:15]([C:31]4[CH:36]=[CH:35][CH:34]=[C:33]([C:37]([F:38])([F:39])[F:40])[CH:32]=4)=[N:16][C:17]4[C:22]([C:23]=3[C:24]([NH:44][C@H:43]([C:45]3[CH:50]=[CH:49][CH:48]=[CH:47][CH:46]=3)[C:42]([F:51])([F:52])[F:41])=[O:25])=[CH:21][C:20]([S:27]([CH3:30])(=[O:28])=[O:29])=[CH:19][CH:18]=4)[CH2:11][CH2:12]2)[CH2:6][CH2:5][CH2:4][CH2:3][CH2:2]1. The yield is 0.300. (6) The reactants are [CH2:1]([O:8][C:9]1[CH:14]=[CH:13][N:12]([CH2:15][C:16]2[CH:21]=[CH:20][CH:19]=[C:18]([F:22])[CH:17]=2)[C:11](=[O:23])[C:10]=1I)[C:2]1[CH:7]=[CH:6][CH:5]=[CH:4][CH:3]=1.[CH2:25](OC1C=CN(CC2C=CC=C(F)C=2)C(=O)C=1)[C:26]1C=CC=CC=1.IN1C(=O)CCC1=O. The catalyst is C(#N)C. The product is [CH2:1]([O:8][C:9]1[CH:14]=[CH:13][N:12]([CH2:15][C:16]2[CH:21]=[CH:20][CH:19]=[C:18]([F:22])[CH:17]=2)[C:11](=[O:23])[C:10]=1[C:25]#[CH:26])[C:2]1[CH:7]=[CH:6][CH:5]=[CH:4][CH:3]=1. The yield is 0.900. (7) The reactants are C[Mg]Br.CC([N:8]([CH2:12][C:13]1[CH:18]=[CH:17][CH:16]=[C:15]([CH2:19][N:20]2[C:28]3[C:23](=[C:24]([C:29](=[O:31])[CH3:30])[CH:25]=[CH:26][CH:27]=3)[C:22]([NH:32][S:33]([C:36]3[S:37][C:38]([Cl:41])=[CH:39][CH:40]=3)(=[O:35])=[O:34])=[N:21]2)[CH:14]=1)C(=O)[O-])(C)C.O1CCOC[CH2:43]1. The catalyst is C1COCC1.Cl. The product is [NH2:8][CH2:12][C:13]1[CH:14]=[C:15]([CH2:19][N:20]2[C:28]3[C:23](=[C:24]([C:29]([OH:31])([CH3:30])[CH3:43])[CH:25]=[CH:26][CH:27]=3)[C:22]([NH:32][S:33]([C:36]3[S:37][C:38]([Cl:41])=[CH:39][CH:40]=3)(=[O:35])=[O:34])=[N:21]2)[CH:16]=[CH:17][CH:18]=1. The yield is 0.760. (8) The reactants are C(N(CC)CC)C.[C:8](Cl)(=[O:11])[CH:9]=[CH2:10].[CH3:13][S:14]([O:17][CH2:18][CH:19]1[CH2:23][CH2:22][NH:21][CH2:20]1)(=[O:16])=[O:15]. The catalyst is ClCCl. The product is [CH3:13][S:14]([O:17][CH2:18][CH:19]1[CH2:23][CH2:22][N:21]([C:8](=[O:11])[CH:9]=[CH2:10])[CH2:20]1)(=[O:15])=[O:16]. The yield is 0.650. (9) The reactants are [C:1]([C:4]1[S:8][C:7]([NH:9][C:10]([C:12]2[CH:17]=[CH:16][N:15]=[CH:14][CH:13]=2)=[O:11])=[N:6][C:5]=1[C:18]1[O:19][CH:20]=[CH:21][CH:22]=1)([OH:3])=O.[NH:23]1[CH2:28][CH2:27][O:26][CH2:25][CH2:24]1.CCN=C=NCCCN(C)C.Cl.O.ON1C2C=CC=CC=2N=N1.C(N(CC)CC)C. The catalyst is CN(C=O)C.O. The product is [O:19]1[CH:20]=[CH:21][CH:22]=[C:18]1[C:5]1[N:6]=[C:7]([NH:9][C:10]([C:12]2[CH:17]=[CH:16][N:15]=[CH:14][CH:13]=2)=[O:11])[S:8][C:4]=1[C:1]([N:23]1[CH2:28][CH2:27][O:26][CH2:25][CH2:24]1)=[O:3]. The yield is 0.340.